From a dataset of CYP3A4 inhibition data for predicting drug metabolism from PubChem BioAssay. Regression/Classification. Given a drug SMILES string, predict its absorption, distribution, metabolism, or excretion properties. Task type varies by dataset: regression for continuous measurements (e.g., permeability, clearance, half-life) or binary classification for categorical outcomes (e.g., BBB penetration, CYP inhibition). Dataset: cyp3a4_veith. (1) The result is 1 (inhibitor). The molecule is C[C@@H]1C[C@@H]2[C@@H]3C[C@H](F)C4=CC(=O)C=C[C@]4(C)[C@]3(F)[C@@H](O)C[C@]2(C)[C@]1(CC(=O)CO)C(=O)SCF. (2) The result is 1 (inhibitor). The molecule is COc1ncc2nc(-c3ccc(F)cc3)c(=O)n(Cc3ccc(F)cc3)c2n1. (3) The drug is CN1CCC[C@@H](CC2c3ccccc3Sc3ccccc32)C1. The result is 0 (non-inhibitor). (4) The molecule is COCC(=O)N1CCC2(CCCN(Cc3ccccc3)C2)CC1. The result is 0 (non-inhibitor). (5) The compound is O=c1c(-c2ccc(F)cc2)nc2cnc(Oc3cccc(Cl)c3)nc2n1C1CC1. The result is 0 (non-inhibitor). (6) The molecule is COC(=O)CNC(c1ccccc1Cl)c1cc(Br)ccc1NC(=O)CCN1CCOCC1. The result is 1 (inhibitor).